Dataset: Full USPTO retrosynthesis dataset with 1.9M reactions from patents (1976-2016). Task: Predict the reactants needed to synthesize the given product. (1) The reactants are: [OH:1][NH:2][C:3]([C:5]1[CH:13]=[CH:12][C:11]2[NH:10][C:9]3[CH:14]([CH2:17][C:18]([O:20][CH2:21][CH3:22])=[O:19])[CH2:15][CH2:16][C:8]=3[C:7]=2[CH:6]=1)=[NH:4].[F:23][C:24]1[C:32]([CH3:33])=[CH:31][C:27]([C:28](Cl)=O)=[CH:26][N:25]=1. Given the product [F:23][C:24]1[N:25]=[CH:26][C:27]([C:28]2[O:1][N:2]=[C:3]([C:5]3[CH:13]=[CH:12][C:11]4[NH:10][C:9]5[CH:14]([CH2:17][C:18]([O:20][CH2:21][CH3:22])=[O:19])[CH2:15][CH2:16][C:8]=5[C:7]=4[CH:6]=3)[N:4]=2)=[CH:31][C:32]=1[CH3:33], predict the reactants needed to synthesize it. (2) Given the product [CH3:1][C:2]1[CH:7]=[CH:6][C:5]([C:8]2[N:17]=[C:16]([C:18]([N:27]3[CH2:26][CH2:25][C:24]4[C:29](=[CH:30][CH:31]=[C:32]([O:33][CH3:34])[C:23]=4[OH:22])[CH2:28]3)=[O:19])[C:15]3[C:10](=[CH:11][CH:12]=[CH:13][CH:14]=3)[N:9]=2)=[CH:4][CH:3]=1, predict the reactants needed to synthesize it. The reactants are: [CH3:1][C:2]1[CH:7]=[CH:6][C:5]([C:8]2[N:17]=[C:16]([C:18](O)=[O:19])[C:15]3[C:10](=[CH:11][CH:12]=[CH:13][CH:14]=3)[N:9]=2)=[CH:4][CH:3]=1.Cl.[OH:22][C:23]1[C:32]([O:33][CH3:34])=[CH:31][CH:30]=[C:29]2[C:24]=1[CH2:25][CH2:26][NH:27][CH2:28]2.